From a dataset of Catalyst prediction with 721,799 reactions and 888 catalyst types from USPTO. Predict which catalyst facilitates the given reaction. (1) Reactant: [O:1]1[C:5]2[CH:6]=[CH:7][CH:8]=[CH:9][C:4]=2[O:3][CH2:2]1.[N+:10]([O-])([OH:12])=[O:11]. Product: [N+:10]([C:8]1[CH:7]=[CH:6][C:5]2[O:1][CH2:2][O:3][C:4]=2[CH:9]=1)([O-:12])=[O:11]. The catalyst class is: 6. (2) Reactant: [NH2:1][C@H:2]1[CH2:7][CH2:6][CH2:5][N:4]([C:8]([O:10][C:11]([CH3:14])([CH3:13])[CH3:12])=[O:9])[CH2:3]1.F[C:16]1[C:17]([CH3:36])=[N:18][C:19]2[C:24]([N:25]=1)=[C:23]([C:26]1[NH:34][C:33]3[CH2:32][CH2:31][NH:30][C:29](=[O:35])[C:28]=3[CH:27]=1)[CH:22]=[CH:21][CH:20]=2. Product: [CH3:36][C:17]1[C:16]([NH:1][C@H:2]2[CH2:7][CH2:6][CH2:5][N:4]([C:8]([O:10][C:11]([CH3:14])([CH3:13])[CH3:12])=[O:9])[CH2:3]2)=[N:25][C:24]2[C:19]([N:18]=1)=[CH:20][CH:21]=[CH:22][C:23]=2[C:26]1[NH:34][C:33]2[CH2:32][CH2:31][NH:30][C:29](=[O:35])[C:28]=2[CH:27]=1. The catalyst class is: 16.